Task: Predict the reactants needed to synthesize the given product.. Dataset: Full USPTO retrosynthesis dataset with 1.9M reactions from patents (1976-2016) The reactants are: [F:1][C:2]1[CH:3]=[C:4]([NH2:18])[CH:5]=[CH:6][C:7]=1[O:8][C:9]1[CH:14]=[CH:13][N:12]=[C:11]2[CH:15]=[CH:16][S:17][C:10]=12.FC1C=C(NC(NC(=O)CC2C=CC=CC=2)=S)C=CC=1OC1C=CN=C2C=CSC=12.[S:49]1[CH:53]=[CH:52][CH:51]=[C:50]1[CH2:54][C:55]([N:57]=[C:58]=[S:59])=[O:56]. Given the product [F:1][C:2]1[CH:3]=[C:4]([NH:18][C:58]([NH:57][C:55](=[O:56])[CH2:54][C:50]2[S:49][CH:53]=[CH:52][CH:51]=2)=[S:59])[CH:5]=[CH:6][C:7]=1[O:8][C:9]1[CH:14]=[CH:13][N:12]=[C:11]2[CH:15]=[CH:16][S:17][C:10]=12, predict the reactants needed to synthesize it.